Task: Predict which catalyst facilitates the given reaction.. Dataset: Catalyst prediction with 721,799 reactions and 888 catalyst types from USPTO (1) Product: [O:17]1[C:18]2=[CH:23][C:22]3[NH:24][C:2]4[CH2:7][CH2:6][CH:5]([NH:8][C:9](=[O:13])[CH:10]([CH3:12])[CH3:11])[CH2:4][C:3]=4[C:21]=3[CH:20]=[C:19]2[O:15][CH2:16]1. The catalyst class is: 6. Reactant: O=[C:2]1[CH2:7][CH2:6][CH:5]([NH:8][C:9](=[O:13])[CH:10]([CH3:12])[CH3:11])[CH2:4][CH2:3]1.Cl.[O:15]1[C:19]2[CH:20]=[CH:21][C:22]([NH:24]N)=[CH:23][C:18]=2[O:17][CH2:16]1.Cl. (2) The catalyst class is: 26. Product: [C:1]([C:5]1[N:9]([CH2:10][CH:11]2[CH2:16][CH2:15][C:14]([F:18])([F:17])[CH2:13][CH2:12]2)[C:8]2[CH:19]=[CH:20][C:21]([S:23]([N:27]3[CH2:32][CH2:31][CH2:30][C@H:29]([C:33]([O:35][CH2:36][CH3:37])=[O:34])[CH2:28]3)(=[O:25])=[O:24])=[CH:22][C:7]=2[N:6]=1)([CH3:4])([CH3:3])[CH3:2]. Reactant: [C:1]([C:5]1[N:9]([CH2:10][CH:11]2[CH2:16][CH2:15][C:14]([F:18])([F:17])[CH2:13][CH2:12]2)[C:8]2[CH:19]=[CH:20][C:21]([S:23](Cl)(=[O:25])=[O:24])=[CH:22][C:7]=2[N:6]=1)([CH3:4])([CH3:3])[CH3:2].[NH:27]1[CH2:32][CH2:31][CH2:30][C@H:29]([C:33]([O:35][CH2:36][CH3:37])=[O:34])[CH2:28]1.CCN(C(C)C)C(C)C. (3) Reactant: [NH2:1][C:2]1[CH:11]=[CH:10][C:9]([I:12])=[CH:8][C:3]=1[C:4]([O:6][CH3:7])=[O:5].C[O:14][C:15](=O)[CH2:16][C:17]([CH3:19])=[O:18]. Product: [C:15]([NH:1][C:2]1[CH:11]=[CH:10][C:9]([I:12])=[CH:8][C:3]=1[C:4]([O:6][CH3:7])=[O:5])(=[O:14])[CH2:16][C:17]([CH3:19])=[O:18]. The catalyst class is: 11. (4) Reactant: [F:1][C:2]1[CH:3]=[C:4]2[C:9](=[CH:10][CH:11]=1)[C:8](=[O:12])[NH:7][CH2:6][CH2:5]2.Br[C:14]1[CH:15]=[N:16][CH:17]=[CH:18][C:19]=1[C:20]([F:23])([F:22])[F:21].P([O-])([O-])([O-])=O.[K+].[K+].[K+]. Product: [F:1][C:2]1[CH:3]=[C:4]2[C:9](=[CH:10][CH:11]=1)[C:8](=[O:12])[N:7]([C:14]1[CH:15]=[N:16][CH:17]=[CH:18][C:19]=1[C:20]([F:23])([F:22])[F:21])[CH2:6][CH2:5]2. The catalyst class is: 246. (5) Product: [Cl:8][C:9]1[CH:10]=[N:11][N:12]([C:14]2[CH:19]=[C:18]([CH3:20])[C:17]([CH:21]3[C:25](=[O:26])[CH2:24][C@@H:23]([CH2:27][CH2:28][NH:29][C:30]([C:32]4[CH:37]=[CH:36][CH:35]=[CH:34][N:33]=4)=[O:31])[C:22]3=[O:38])=[C:16]([CH3:39])[CH:15]=2)[CH:13]=1. Reactant: FC(F)(F)C([O-])=O.[Cl:8][C:9]1[CH:10]=[N:11][N:12]([C:14]2[CH:19]=[C:18]([CH3:20])[C:17]([CH:21]3[C:25](=[O:26])[CH2:24][C@@H:23]([CH2:27][CH2:28][NH:29][C:30]([C:32]4[CH:37]=[CH:36][CH:35]=[CH:34][NH+:33]=4)=[O:31])[C:22]3=[O:38])=[C:16]([CH3:39])[CH:15]=2)[CH:13]=1.C(=O)(O)[O-].[Na+]. The catalyst class is: 238. (6) Reactant: [C:1]([CH:3]([CH:9]([CH3:11])[CH3:10])[C:4]([O:6]CC)=O)#[N:2].[CH2:12]([NH:14][C:15]([NH2:17])=[O:16])[CH3:13].[O-]CC.[Na+].Cl. Product: [CH2:12]([N:14]1[C:1]([NH2:2])=[C:3]([CH:9]([CH3:10])[CH3:11])[C:4](=[O:6])[NH:17][C:15]1=[O:16])[CH3:13]. The catalyst class is: 40. (7) Reactant: [C:1]([C:3](=[CH:16][C:17]1[CH:22]=[C:21]([O:23][C:24]2[CH:29]=[CH:28][CH:27]=[CH:26][CH:25]=2)[C:20]([O:30][CH2:31][CH3:32])=[CH:19][C:18]=1[N+:33]([O-:35])=[O:34])[CH:4]([CH:10]1[CH2:15][CH2:14][O:13][CH2:12][CH2:11]1)[CH2:5][CH2:6][C:7](O)=[O:8])#[N:2].[CH3:36][C:37]([CH3:42])([CH3:41])[CH2:38][CH2:39][NH2:40].CN(C(ON1N=NC2C=CC=CC1=2)=[N+](C)C)C.F[P-](F)(F)(F)(F)F.CCN(C(C)C)C(C)C. Product: [CH3:36][C:37]([CH3:42])([CH3:41])[CH2:38][CH2:39][NH:40][C:7](=[O:8])[CH2:6][CH2:5][CH:4]([CH:10]1[CH2:15][CH2:14][O:13][CH2:12][CH2:11]1)[C:3]([C:1]#[N:2])=[CH:16][C:17]1[CH:22]=[C:21]([O:23][C:24]2[CH:29]=[CH:28][CH:27]=[CH:26][CH:25]=2)[C:20]([O:30][CH2:31][CH3:32])=[CH:19][C:18]=1[N+:33]([O-:35])=[O:34]. The catalyst class is: 18. (8) Reactant: [Cl:1][C:2]1[CH:3]=[C:4]([C:9]2[N:14]=[CH:13][N:12]=[C:11]([C:15]#[N:16])[CH:10]=2)[CH:5]=[CH:6][C:7]=1[Cl:8].C[Si](C)(C)[N-:19][Si](C)(C)C.[Li+]. Product: [Cl:1][C:2]1[CH:3]=[C:4]([C:9]2[N:14]=[CH:13][N:12]=[C:11]([C:15]([NH2:19])=[NH:16])[CH:10]=2)[CH:5]=[CH:6][C:7]=1[Cl:8]. The catalyst class is: 11. (9) Reactant: [CH3:1][O:2][C:3]1[CH:19]=[C:18]([N+:20]([O-])=O)[CH:17]=[CH:16][C:4]=1[C:5]([NH:7][CH2:8][C:9]1[CH:10]=[N:11][C:12]([CH3:15])=[CH:13][CH:14]=1)=[O:6].C([O-])=O.[NH4+]. Product: [NH2:20][C:18]1[CH:17]=[CH:16][C:4]([C:5]([NH:7][CH2:8][C:9]2[CH:10]=[N:11][C:12]([CH3:15])=[CH:13][CH:14]=2)=[O:6])=[C:3]([O:2][CH3:1])[CH:19]=1. The catalyst class is: 579.